From a dataset of Forward reaction prediction with 1.9M reactions from USPTO patents (1976-2016). Predict the product of the given reaction. (1) Given the reactants [CH2:1]([CH2:3][NH2:4])[OH:2].C(N(CC)CC)C.[C:12]([Si:16](Cl)([C:23]1[CH:28]=[CH:27][CH:26]=[CH:25][CH:24]=1)[C:17]1[CH:22]=[CH:21][CH:20]=[CH:19][CH:18]=1)([CH3:15])([CH3:14])[CH3:13], predict the reaction product. The product is: [Si:16]([O:2][CH2:1][CH2:3][NH2:4])([C:12]([CH3:15])([CH3:14])[CH3:13])([C:23]1[CH:24]=[CH:25][CH:26]=[CH:27][CH:28]=1)[C:17]1[CH:22]=[CH:21][CH:20]=[CH:19][CH:18]=1. (2) Given the reactants [CH3:1][C:2]1[C:3]([N:8](COCCOC)[S:9]([C:12]2[S:13][C:14]([CH3:40])=[CH:15][C:16]=2[C:17]2[CH:22]=[CH:21][C:20]([CH2:23][N:24]3[C:33]4[C:28](=[C:29]([CH2:36][CH3:37])[N:30]=[C:31]([CH2:34][CH3:35])[CH:32]=4)[CH:27]=[CH:26][C:25]3=[O:38])=[CH:19][C:18]=2[F:39])(=[O:11])=[O:10])=[N:4][O:5][C:6]=1[CH3:7].Cl, predict the reaction product. The product is: [CH3:1][C:2]1[C:3]([NH:8][S:9]([C:12]2[S:13][C:14]([CH3:40])=[CH:15][C:16]=2[C:17]2[CH:22]=[CH:21][C:20]([CH2:23][N:24]3[C:33]4[C:28](=[C:29]([CH2:36][CH3:37])[N:30]=[C:31]([CH2:34][CH3:35])[CH:32]=4)[CH:27]=[CH:26][C:25]3=[O:38])=[CH:19][C:18]=2[F:39])(=[O:10])=[O:11])=[N:4][O:5][C:6]=1[CH3:7]. (3) Given the reactants [Cl:1][C:2]1[CH:3]=[C:4]([CH:20]=[CH:21][CH:22]=1)[CH2:5][NH:6][C:7](=[O:19])[C:8]1[CH:13]=[CH:12][C:11]([CH:14]=O)=[C:10]([N+:16]([O-])=O)[CH:9]=1.[N:23]1([CH:29]([C:32]2[CH:37]=[CH:36][CH:35]=[CH:34][C:33]=2[C:38]([F:41])([F:40])[F:39])[CH2:30][NH2:31])[CH2:28][CH2:27][O:26][CH2:25][CH2:24]1.N1C2C(=CC=CC=2)C=N1, predict the reaction product. The product is: [Cl:1][C:2]1[CH:3]=[C:4]([CH:20]=[CH:21][CH:22]=1)[CH2:5][NH:6][C:7]([C:8]1[CH:13]=[CH:12][C:11]2[C:10]([CH:9]=1)=[N:16][N:31]([CH2:30][CH:29]([N:23]1[CH2:28][CH2:27][O:26][CH2:25][CH2:24]1)[C:32]1[CH:37]=[CH:36][CH:35]=[CH:34][C:33]=1[C:38]([F:39])([F:40])[F:41])[CH:14]=2)=[O:19]. (4) Given the reactants [CH3:1][CH:2]([CH2:5][CH2:6][CH3:7])[CH:3]=[O:4].[F-].[K+].[N+:10]([CH3:13])([O-:12])=[O:11], predict the reaction product. The product is: [CH3:1][CH:2]([CH2:5][CH2:6][CH3:7])[CH:3]([OH:4])[CH2:13][N+:10]([O-:12])=[O:11]. (5) The product is: [Br:19][CH2:20][C:21]1[CH:30]=[C:29]2[C:24]([C:25]([C:33]3[CH:34]=[CH:35][C:36]([F:39])=[CH:37][CH:38]=3)=[CH:26][C:27]([C:31]([NH2:32])=[O:2])=[N:28]2)=[CH:23][CH:22]=1. Given the reactants C([O-])([O-])=[O:2].C([O-])([O-])=O.OO.OO.OO.[Na+].[Na+].[Na+].[Na+].[Br:19][CH2:20][C:21]1[CH:30]=[C:29]2[C:24]([C:25]([C:33]3[CH:38]=[CH:37][C:36]([F:39])=[CH:35][CH:34]=3)=[CH:26][C:27]([C:31]#[N:32])=[N:28]2)=[CH:23][CH:22]=1, predict the reaction product.